This data is from Full USPTO retrosynthesis dataset with 1.9M reactions from patents (1976-2016). The task is: Predict the reactants needed to synthesize the given product. Given the product [CH3:6][C:7]1[CH:12]=[C:11]([N+:15]([O-:17])=[O:16])[C:10]([CH3:13])=[CH:9][N+:8]=1[O-:14], predict the reactants needed to synthesize it. The reactants are: S(=O)(=O)(O)O.[CH3:6][C:7]1[CH:12]=[CH:11][C:10]([CH3:13])=[CH:9][N+:8]=1[O-:14].[N+:15]([O-])([OH:17])=[O:16].